This data is from Forward reaction prediction with 1.9M reactions from USPTO patents (1976-2016). The task is: Predict the product of the given reaction. Given the reactants FC1C=CC(F)=CC=1C([NH:6][C:7]1[CH:12]=[CH:11][CH:10]=[C:9]([C:13]2[C:21]([C:22]3[CH:27]=[CH:26][N:25]=[C:24]([NH:28][C:29]4[CH:34]=[CH:33][CH:32]=[C:31]([O:35][CH2:36]CN(C)CC=C)[CH:30]=4)[N:23]=3)=[C:16]3[CH:17]=[CH:18][CH:19]=[CH:20][N:15]3[N:14]=2)[CH:8]=1)=O.ClCCCOC1C=C(NC2N=C(C3C(C4C=[C:77]([NH:81][C:82](=O)[C:83](F)(F)F)C=CC=4)=NN4C=CC=CC=34)C=CN=2)C=CC=1.[CH3:88]NC, predict the reaction product. The product is: [NH2:6][C:7]1[CH:8]=[C:9]([C:13]2[C:21]([C:22]3[CH:27]=[CH:26][N:25]=[C:24]([NH:28][C:29]4[CH:34]=[CH:33][CH:32]=[C:31]([O:35][CH2:36][CH2:83][CH2:82][N:81]([CH3:88])[CH3:77])[CH:30]=4)[N:23]=3)=[C:16]3[CH:17]=[CH:18][CH:19]=[CH:20][N:15]3[N:14]=2)[CH:10]=[CH:11][CH:12]=1.